Dataset: Catalyst prediction with 721,799 reactions and 888 catalyst types from USPTO. Task: Predict which catalyst facilitates the given reaction. (1) Reactant: [CH3:1][O:2][C:3]1[CH:23]=[CH:22][C:6]([O:7][C:8]2[CH2:12][N:11]([C@@H:13]([CH2:17][CH:18]([CH3:20])[CH3:19])[C:14]([OH:16])=O)[C:10](=[O:21])[CH:9]=2)=[CH:5][CH:4]=1.C(N(CC)C(C)C)(C)C.F[P-](F)(F)(F)(F)F.N1(O[P+](N(C)C)(N(C)C)N(C)C)C2C=CC=CC=2N=N1.[CH3:60][C:61]1([CH3:73])[O:65][C@H:64]([CH2:66][N:67]2[CH:71]=[CH:70][C:69]([NH2:72])=[N:68]2)[CH2:63][O:62]1. Product: [CH3:60][C:61]1([CH3:73])[O:65][C@H:64]([CH2:66][N:67]2[CH:71]=[CH:70][C:69]([NH:72][C:14](=[O:16])[C@@H:13]([N:11]3[CH2:12][C:8]([O:7][C:6]4[CH:5]=[CH:4][C:3]([O:2][CH3:1])=[CH:23][CH:22]=4)=[CH:9][C:10]3=[O:21])[CH2:17][CH:18]([CH3:20])[CH3:19])=[N:68]2)[CH2:63][O:62]1. The catalyst class is: 42. (2) Reactant: C([Mg]Cl)(C)C.Br[C:7]1[S:8][CH:9]=[C:10]([Br:12])[N:11]=1.[O:13]=[C:14]1[NH:18][C:17]2[CH:19]=[CH:20][C:21]([CH:23]=[O:24])=[CH:22][C:16]=2[S:15]1.[Cl-].[NH4+]. Product: [Br:12][C:10]1[N:11]=[C:7]([CH:23]([OH:24])[C:21]2[CH:20]=[CH:19][C:17]3[NH:18][C:14](=[O:13])[S:15][C:16]=3[CH:22]=2)[S:8][CH:9]=1. The catalyst class is: 165. (3) Reactant: [C:1]([N:5]([CH2:13][CH2:14][O:15][CH2:16][C:17]#[CH:18])[C:6](=[O:12])[C:7]([O:9][CH2:10][CH3:11])=[O:8])([CH3:4])([CH3:3])[CH3:2].Br[C:20]1[S:24][CH:23]=[N:22][CH:21]=1.C(NC(C)C)(C)C.C(P(C(C)(C)C)C(C)(C)C)(C)(C)C.[NH4+].[Cl-]. Product: [C:1]([N:5]([CH2:13][CH2:14][O:15][CH2:16][C:17]#[C:18][C:20]1[S:24][CH:23]=[N:22][CH:21]=1)[C:6](=[O:12])[C:7]([O:9][CH2:10][CH3:11])=[O:8])([CH3:3])([CH3:4])[CH3:2]. The catalyst class is: 185. (4) Reactant: [Cl:1][C:2]1[C:3]([C:50]([F:53])([F:52])[F:51])=[CH:4][C:5]2[N:9]=[C:8]([CH2:10][CH2:11][CH:12]3[CH2:15][CH:14]([NH:16][CH2:17][C@@H:18]4[C@H:22]5[O:23][C:24]([CH3:27])([CH3:26])[O:25][C@H:21]5[C@H:20]([N:28]5[C:32]6[N:33]=[CH:34][N:35]=[C:36]([NH:37][CH2:38][C:39]7[CH:44]=[CH:43][C:42]([O:45][CH3:46])=[CH:41][C:40]=7[O:47][CH3:48])[C:31]=6[CH:30]=[CH:29]5)[CH2:19]4)[CH2:13]3)[NH:7][C:6]=2[CH:49]=1.[C:54]([BH3-])#N.[Na+].C(O)(=O)C.C=O. Product: [Cl:1][C:2]1[C:3]([C:50]([F:51])([F:52])[F:53])=[CH:4][C:5]2[N:9]=[C:8]([CH2:10][CH2:11][CH:12]3[CH2:13][CH:14]([N:16]([CH2:17][C@@H:18]4[C@H:22]5[O:23][C:24]([CH3:26])([CH3:27])[O:25][C@H:21]5[C@H:20]([N:28]5[C:32]6[N:33]=[CH:34][N:35]=[C:36]([NH:37][CH2:38][C:39]7[CH:44]=[CH:43][C:42]([O:45][CH3:46])=[CH:41][C:40]=7[O:47][CH3:48])[C:31]=6[CH:30]=[CH:29]5)[CH2:19]4)[CH3:54])[CH2:15]3)[NH:7][C:6]=2[CH:49]=1. The catalyst class is: 5. (5) Reactant: [CH3:1][O:2][C:3]1[CH:4]=[C:5]([CH:11]=[CH:12][C:13]([N:15]([CH3:17])[CH3:16])=[O:14])[CH:6]=[C:7]([O:9][CH3:10])[CH:8]=1.F[P-](F)(F)(F)(F)F.[N:25]1(O[P+](N(C)C)(N(C)C)N(C)C)[C:29]2[CH:30]=[CH:31][CH:32]=[CH:33][C:28]=2N=N1.[OH:45][C:46]1[CH:47]=[C:48]([CH:52]=[CH:53][CH:54]=1)[C:49](O)=[O:50].C(N(CC)CC)C. Product: [CH3:10][O:9][C:7]1[CH:6]=[C:5]([CH:11]=[C:12]([C:32]2[CH:31]=[CH:30][C:29]([NH:25][C:49](=[O:50])[C:48]3[CH:52]=[CH:53][CH:54]=[C:46]([OH:45])[CH:47]=3)=[CH:28][CH:33]=2)[C:13](=[O:14])[N:15]([CH3:17])[CH3:16])[CH:4]=[C:3]([O:2][CH3:1])[CH:8]=1. The catalyst class is: 18. (6) Reactant: [OH:1][C:2]1[CH:10]=[CH:9][C:8]([O:11][CH3:12])=[CH:7][C:3]=1[CH:4]=[N:5][OH:6].N1C=CC=CC=1.[Cl:19]N1C(=O)CCC1=O. Product: [Cl:19][O:6][N:5]=[CH:4][C:3]1[CH:7]=[C:8]([O:11][CH3:12])[CH:9]=[CH:10][C:2]=1[OH:1]. The catalyst class is: 373. (7) Reactant: [F:1][C:2]1[C:3]([C:35]2[CH:36]=[CH:37][C:38]([O:43][CH:44]3[CH2:49][CH2:48][O:47][CH2:46][CH2:45]3)=[C:39]([CH:42]=2)[C:40]#[N:41])=[C:4]2[CH:10]=[C:9]([C:11]3[CH:16]=[CH:15][C:14]([N:17]4[CH2:22][CH2:21][O:20][CH2:19][CH2:18]4)=[C:13]([O:23][CH3:24])[CH:12]=3)[N:8](S(C3C=CC(C)=CC=3)(=O)=O)[C:5]2=[N:6][CH:7]=1.C([O-])([O-])=O.[Cs+].[Cs+]. Product: [F:1][C:2]1[C:3]([C:35]2[CH:36]=[CH:37][C:38]([O:43][CH:44]3[CH2:49][CH2:48][O:47][CH2:46][CH2:45]3)=[C:39]([CH:42]=2)[C:40]#[N:41])=[C:4]2[CH:10]=[C:9]([C:11]3[CH:16]=[CH:15][C:14]([N:17]4[CH2:18][CH2:19][O:20][CH2:21][CH2:22]4)=[C:13]([O:23][CH3:24])[CH:12]=3)[NH:8][C:5]2=[N:6][CH:7]=1. The catalyst class is: 36.